From a dataset of Reaction yield outcomes from USPTO patents with 853,638 reactions. Predict the reaction yield, written as a fraction of the theoretical maximum amount of product (1.0 means a 100% yield; for example, 0.34 means a 34% yield). (1) The reactants are [CH3:1][C:2]1([CH3:34])[CH2:32][C:31](=[O:33])[C:5]2[C:6]([C:9]([NH:11][C:12]3[N:17]=[CH:16][C:15]([N:18]4[CH2:23][CH2:22][N:21](C(OC(C)(C)C)=O)[CH2:20][CH2:19]4)=[CH:14][CH:13]=3)=[O:10])=[CH:7][O:8][C:4]=2[CH2:3]1.O1CCOCC1.C(=O)([O-])[O-].[K+].[K+]. The catalyst is Cl. The product is [CH3:1][C:2]1([CH3:34])[CH2:32][C:31](=[O:33])[C:5]2[C:6]([C:9]([NH:11][C:12]3[CH:13]=[CH:14][C:15]([N:18]4[CH2:19][CH2:20][NH:21][CH2:22][CH2:23]4)=[CH:16][N:17]=3)=[O:10])=[CH:7][O:8][C:4]=2[CH2:3]1. The yield is 0.870. (2) The reactants are C(OC([NH:8][C@@:9]([CH3:20])([CH2:13][C:14]1[CH:19]=[CH:18][CH:17]=[CH:16][CH:15]=1)[C:10]([OH:12])=[O:11])=O)(C)(C)C. The catalyst is C(O)(C(F)(F)F)=O.O.O=[Pt]=O. The product is [NH2:8][C@@:9]([CH3:20])([CH2:13][CH:14]1[CH2:19][CH2:18][CH2:17][CH2:16][CH2:15]1)[C:10]([OH:12])=[O:11]. The yield is 1.00. (3) The reactants are [NH2:1][C:2]1[CH:7]=[CH:6][C:5]([I:8])=[CH:4][N:3]=1.[CH2:9]=O. The catalyst is FC(F)(F)C(O)=O. The product is [I:8][C:5]1[CH:6]=[CH:7][C:2]([N:1]=[CH2:9])=[N:3][CH:4]=1. The yield is 0.750.